From a dataset of Reaction yield outcomes from USPTO patents with 853,638 reactions. Predict the reaction yield, written as a fraction of the theoretical maximum amount of product (1.0 means a 100% yield; for example, 0.34 means a 34% yield). The reactants are [N+:1]([C:4]1[CH:9]=[CH:8][C:7]([OH:10])=[CH:6][CH:5]=1)([O-:3])=[O:2].C([O-])([O-])=O.[Cs+].[Cs+].[Br:17][CH2:18][CH2:19]Br. The catalyst is CN(C=O)C. The product is [Br:17][CH2:18][CH2:19][O:10][C:7]1[CH:8]=[CH:9][C:4]([N+:1]([O-:3])=[O:2])=[CH:5][CH:6]=1. The yield is 0.400.